This data is from Forward reaction prediction with 1.9M reactions from USPTO patents (1976-2016). The task is: Predict the product of the given reaction. Given the reactants I[C:2]1[CH:3]=[C:4]([O:12][CH3:13])[C:5]([O:10][CH3:11])=[C:6]([O:8][CH3:9])[CH:7]=1.[Li]C(C)(C)C.CCCCC.[N+:24]([C:27]1[C:32]([CH:33]=[O:34])=[CH:31][C:30]([O:35][CH3:36])=[C:29]([O:37][CH3:38])[CH:28]=1)([O-:26])=[O:25], predict the reaction product. The product is: [CH3:38][O:37][C:29]1[C:30]([O:35][CH3:36])=[CH:31][C:32]([CH:33]([C:2]2[CH:3]=[C:4]([O:12][CH3:13])[C:5]([O:10][CH3:11])=[C:6]([O:8][CH3:9])[CH:7]=2)[OH:34])=[C:27]([N+:24]([O-:26])=[O:25])[CH:28]=1.